From a dataset of Full USPTO retrosynthesis dataset with 1.9M reactions from patents (1976-2016). Predict the reactants needed to synthesize the given product. (1) Given the product [Br:1][C:2]1[CH:7]=[C:6]([O:21][C:15]2[CH:16]=[CH:17][C:18]([F:20])=[CH:19][C:14]=2[F:13])[CH:5]=[C:4]([N+:9]([O-:11])=[O:10])[C:3]=1[CH3:12], predict the reactants needed to synthesize it. The reactants are: [Br:1][C:2]1[CH:7]=[C:6](F)[CH:5]=[C:4]([N+:9]([O-:11])=[O:10])[C:3]=1[CH3:12].[F:13][C:14]1[CH:19]=[C:18]([F:20])[CH:17]=[CH:16][C:15]=1[OH:21].C(=O)([O-])[O-].[K+].[K+]. (2) Given the product [Br:25][C:22]1[CH:23]=[CH:24][C:18]2[O:17][C:16]([CH2:14][OH:13])=[CH:20][C:19]=2[CH:21]=1, predict the reactants needed to synthesize it. The reactants are: [H-].[Al+3].[Li+].[H-].[H-].[H-].[Cl-].[Al+3].[Cl-].[Cl-].C([O:13][C:14]([C:16]1[O:17][C:18]2[CH:24]=[CH:23][C:22]([Br:25])=[CH:21][C:19]=2[CH:20]=1)=O)C.[NH4+]. (3) Given the product [NH2:1][C:2]1[C:7]([F:8])=[CH:6][N:5]([C:18]([NH:17][C:13]2[CH:14]=[CH:15][CH:16]=[C:11]([Cl:10])[CH:12]=2)=[O:19])[C:4](=[O:9])[N:3]=1, predict the reactants needed to synthesize it. The reactants are: [NH2:1][C:2]1[C:7]([F:8])=[CH:6][N:5]=[C:4]([OH:9])[N:3]=1.[Cl:10][C:11]1[CH:12]=[C:13]([N:17]=[C:18]=[O:19])[CH:14]=[CH:15][CH:16]=1. (4) Given the product [Cl-:46].[CH2:36]([O:35][C:33](=[O:34])[CH:32]([C:22]1[N:21]=[CH:20][CH:19]=[C:18]2[C:23]=1[CH:24]=[C:25]([C:26]1[CH:27]=[CH:28][CH:29]=[CH:30][CH:31]=1)[C:16]([C:13]1[CH:14]=[CH:15][C:10]([CH2:9][NH3+:8])=[CH:11][CH:12]=1)=[N:17]2)[C:38]1[CH:39]=[CH:40][N:41]=[CH:42][CH:43]=1)[CH3:37], predict the reactants needed to synthesize it. The reactants are: C(OC([NH:8][CH2:9][C:10]1[CH:15]=[CH:14][C:13]([C:16]2[C:25]([C:26]3[CH:31]=[CH:30][CH:29]=[CH:28][CH:27]=3)=[CH:24][C:23]3[C:18](=[CH:19][CH:20]=[N:21][C:22]=3[CH:32]([C:38]3[CH:43]=[CH:42][N:41]=[CH:40][CH:39]=3)[C:33]([O:35][CH2:36][CH3:37])=[O:34])[N:17]=2)=[CH:12][CH:11]=1)=O)(C)(C)C.CO.[ClH:46]. (5) Given the product [F:17][C:11]([F:18])([C:2]1[CH:9]=[CH:8][CH:7]=[C:4]([CH:5]=[O:6])[CH:3]=1)[C:12]([O:14][CH2:15][CH3:16])=[O:13], predict the reactants needed to synthesize it. The reactants are: I[C:2]1[CH:3]=[C:4]([CH:7]=[CH:8][CH:9]=1)[CH:5]=[O:6].Br[C:11]([F:18])([F:17])[C:12]([O:14][CH2:15][CH3:16])=[O:13].C(=O)(O)[O-].[Na+]. (6) Given the product [NH:12]1[C:13]2[C:9](=[C:8]([C:6]3[N:5]=[C:4]4[N:17]([CH3:20])[N:18]=[CH:19][C:3]4=[C:2]([C:29]4[CH:30]=[C:25]([CH:26]=[CH:27][CH:28]=4)[C:23]([NH:22][CH3:21])=[O:24])[CH:7]=3)[CH:16]=[CH:15][CH:14]=2)[CH:10]=[N:11]1, predict the reactants needed to synthesize it. The reactants are: Cl[C:2]1[CH:7]=[C:6]([C:8]2[CH:16]=[CH:15][CH:14]=[C:13]3[C:9]=2[CH:10]=[N:11][NH:12]3)[N:5]=[C:4]2[N:17]([CH3:20])[N:18]=[CH:19][C:3]=12.[CH3:21][NH:22][C:23]([C:25]1[CH:26]=[C:27](B(O)O)[CH:28]=[CH:29][CH:30]=1)=[O:24].C(=O)([O-])[O-].[Na+].[Na+]. (7) Given the product [CH3:11][S:12][C:13]1[C:14]([N:26]2[CH2:31][CH2:30][O:29][CH2:28][CH2:27]2)=[N:15][C:16]([C:19]2[CH:24]=[CH:23][C:22]([NH:25][C:2](=[O:3])[O:4][C:5]3[CH:10]=[CH:9][CH:8]=[CH:7][CH:6]=3)=[CH:21][CH:20]=2)=[N:17][CH:18]=1, predict the reactants needed to synthesize it. The reactants are: Cl[C:2]([O:4][C:5]1[CH:10]=[CH:9][CH:8]=[CH:7][CH:6]=1)=[O:3].[CH3:11][S:12][C:13]1[C:14]([N:26]2[CH2:31][CH2:30][O:29][CH2:28][CH2:27]2)=[N:15][C:16]([C:19]2[CH:24]=[CH:23][C:22]([NH2:25])=[CH:21][CH:20]=2)=[N:17][CH:18]=1.C([O-])(O)=O.[Na+].